This data is from Catalyst prediction with 721,799 reactions and 888 catalyst types from USPTO. The task is: Predict which catalyst facilitates the given reaction. (1) Reactant: [Cl:1][C:2]1[CH:9]=[C:8]([OH:10])[CH:7]=[CH:6][C:3]=1[CH:4]=O.C(O)(=O)C(O)=O.[CH2:17]1[C:20]2([CH2:23][NH:22][CH2:21]2)[CH2:19][O:18]1.[CH2:17]1[C:20]2([CH2:23][NH:22][CH2:21]2)[CH2:19][O:18]1.C(O[BH-](OC(=O)C)OC(=O)C)(=O)C.[Na+].O. Product: [CH2:17]1[C:20]2([CH2:23][N:22]([CH2:4][C:3]3[CH:6]=[CH:7][C:8]([OH:10])=[CH:9][C:2]=3[Cl:1])[CH2:21]2)[CH2:19][O:18]1. The catalyst class is: 4. (2) Reactant: [NH2:1][C@H:2]1[CH2:7][CH2:6][C@H:5]([N:8]([CH2:16][C:17]2[CH:22]=[CH:21][CH:20]=[CH:19][CH:18]=2)[CH2:9][C:10]2[CH:15]=[CH:14][CH:13]=[CH:12][CH:11]=2)[CH2:4][CH2:3]1.Br[CH2:24][CH2:25][CH2:26][CH2:27][CH2:28]Br.C(=O)([O-])[O-].[K+].[K+].O. Product: [CH2:9]([N:8]([CH2:16][C:17]1[CH:18]=[CH:19][CH:20]=[CH:21][CH:22]=1)[C@H:5]1[CH2:6][CH2:7][C@H:2]([N:1]2[CH2:28][CH2:27][CH2:26][CH2:25][CH2:24]2)[CH2:3][CH2:4]1)[C:10]1[CH:11]=[CH:12][CH:13]=[CH:14][CH:15]=1. The catalyst class is: 3. (3) Reactant: C1C2C(COC([N:18]3[CH2:23][C@H:22]([NH:24][C:25]([O:27][C:28]([CH3:31])([CH3:30])[CH3:29])=[O:26])[CH2:21][C@H:20]([C:32]([OH:34])=O)[CH2:19]3)=O)C3C(=CC=CC=3)C=2C=CC=1.C(N(C(C)C)C(C)C)C.CN1CCCC1=O.CN(C(ON1N=NC2C=CC(=CC1=2)Cl)=[N+](C)C)C.F[P-](F)(F)(F)(F)F.[CH:76]1([NH:79][CH2:80][C:81]2[CH:86]=[CH:85][CH:84]=[C:83]([Cl:87])[C:82]=2[Cl:88])[CH2:78][CH2:77]1.N1CCCCC1. Product: [C:28]([O:27][C:25](=[O:26])[NH:24][C@@H:22]1[CH2:21][C@H:20]([C:32](=[O:34])[N:79]([CH:76]2[CH2:77][CH2:78]2)[CH2:80][C:81]2[CH:86]=[CH:85][CH:84]=[C:83]([Cl:87])[C:82]=2[Cl:88])[CH2:19][NH:18][CH2:23]1)([CH3:29])([CH3:30])[CH3:31]. The catalyst class is: 759. (4) Reactant: [CH3:1][N:2]([CH3:25])[C:3]([C:6]1[N:10]2[CH2:11][CH2:12][N:13](C(OCC3C=CC=CC=3)=O)[CH2:14][C:9]2=[N:8][N:7]=1)([CH3:5])[CH3:4]. Product: [CH3:25][N:2]([CH3:1])[C:3]([C:6]1[N:10]2[CH2:11][CH2:12][NH:13][CH2:14][C:9]2=[N:8][N:7]=1)([CH3:5])[CH3:4]. The catalyst class is: 19.